From a dataset of Forward reaction prediction with 1.9M reactions from USPTO patents (1976-2016). Predict the product of the given reaction. (1) Given the reactants [Br:1][C:2]1[CH:7]=[CH:6][C:5]([CH:8]([CH3:23])[C:9]([C:11]2[CH:12]=[CH:13][C:14]3[O:19][CH2:18][C:17](=[O:20])[N:16]([CH3:21])[C:15]=3[CH:22]=2)=[O:10])=[C:4]([Cl:24])[CH:3]=1.[F:25][C:26]([Si](C)(C)C)([F:28])[F:27].[F-].C[N+](C)(C)C, predict the reaction product. The product is: [Br:1][C:2]1[CH:7]=[CH:6][C:5]([CH:8]([CH3:23])[C:9]([C:11]2[CH:12]=[CH:13][C:14]3[O:19][CH2:18][C:17](=[O:20])[N:16]([CH3:21])[C:15]=3[CH:22]=2)([OH:10])[C:26]([F:28])([F:27])[F:25])=[C:4]([Cl:24])[CH:3]=1. (2) Given the reactants NC1N[C:4](=[O:18])[C:5]2[C:10]([Cl:11])=[C:9]([C:12]3[CH:17]=[CH:16][CH:15]=[CH:14][CH:13]=3)[S:8][C:6]=2[N:7]=1.Cl.[O:20]1CCO[CH2:22][CH2:21]1, predict the reaction product. The product is: [CH2:21]([O:20][C:4]([C:5]1[C:10]([Cl:11])=[C:9]([C:12]2[CH:17]=[CH:16][CH:15]=[CH:14][CH:13]=2)[S:8][C:6]=1[NH2:7])=[O:18])[CH3:22]. (3) Given the reactants FC(F)(F)C([N:5]1[CH2:15][CH:14]2[CH2:16][CH:7]([C:8]3[CH:9]=[CH:10][C:11]([OH:17])=[CH:12][C:13]=32)[CH2:6]1)=O.C([O-])([O-])=O.[Na+].[Na+].[ClH:26].CCOC(C)=O, predict the reaction product. The product is: [ClH:26].[CH:14]12[CH2:16][CH:7]([CH2:6][NH:5][CH2:15]1)[C:8]1[CH:9]=[CH:10][C:11]([OH:17])=[CH:12][C:13]2=1. (4) Given the reactants [CH3:1][O:2][C:3]([C@@H:5]1[CH2:10][CH2:9][C@@H:8]([OH:11])[CH2:7][C@H:6]1[C:12]([O:14][CH2:15][C:16]1[CH:21]=[CH:20][CH:19]=[CH:18][CH:17]=1)=[O:13])=[O:4].[CH3:22][O:23][C:24]1[C:33]([CH3:34])=[C:32]2[C:27]([C:28](O)=[CH:29][C:30]([C:35]3[S:36][CH:37]=[C:38]([C:40]([F:43])([F:42])[F:41])[N:39]=3)=[N:31]2)=[CH:26][CH:25]=1.C1C=CC(P(C2C=CC=CC=2)C2C=CC=CC=2)=CC=1.CC(OC(/N=N/C(OC(C)C)=O)=O)C, predict the reaction product. The product is: [CH3:1][O:2][C:3]([C@@H:5]1[CH2:10][CH2:9][C@@H:8]([O:11][C:28]2[C:27]3[C:32](=[C:33]([CH3:34])[C:24]([O:23][CH3:22])=[CH:25][CH:26]=3)[N:31]=[C:30]([C:35]3[S:36][CH:37]=[C:38]([C:40]([F:41])([F:42])[F:43])[N:39]=3)[CH:29]=2)[CH2:7][C@H:6]1[C:12]([O:14][CH2:15][C:16]1[CH:17]=[CH:18][CH:19]=[CH:20][CH:21]=1)=[O:13])=[O:4]. (5) Given the reactants N[C@H](C(O)=O)C([SH:6])(C)C.C[Si](C)(C)S[Si](C)(C)C.C[O-].[Na+].[F:22][C:23]1[CH:28]=[CH:27][C:26]([C:29]2[CH:48]=[CH:47][C:32]3[N:33]=[C:34]([C:39]4[CH:40]=[C:41]([CH:44]=[CH:45][CH:46]=4)[C:42]#[N:43])[CH2:35][C:36](=[O:38])[NH:37][C:31]=3[CH:30]=2)=[CH:25][CH:24]=1, predict the reaction product. The product is: [F:22][C:23]1[CH:24]=[CH:25][C:26]([C:29]2[CH:48]=[CH:47][C:32]3[N:33]=[C:34]([C:39]4[CH:40]=[C:41]([CH:44]=[CH:45][CH:46]=4)[C:42]([NH2:43])=[S:6])[CH2:35][C:36](=[O:38])[NH:37][C:31]=3[CH:30]=2)=[CH:27][CH:28]=1. (6) Given the reactants [CH3:1][O:2][C:3]1[CH:8]=[C:7]([C:9]#[N:10])[N:6]=[C:5]([C:11]2[CH:16]=[CH:15][CH:14]=[CH:13][N:12]=2)[CH:4]=1.C([O-])=O.[NH4+].C(O)C, predict the reaction product. The product is: [CH3:1][O:2][C:3]1[CH:8]=[C:7]([CH2:9][NH2:10])[N:6]=[C:5]([C:11]2[CH:16]=[CH:15][CH:14]=[CH:13][N:12]=2)[CH:4]=1.